Dataset: Reaction yield outcomes from USPTO patents with 853,638 reactions. Task: Predict the reaction yield, written as a fraction of the theoretical maximum amount of product (1.0 means a 100% yield; for example, 0.34 means a 34% yield). The reactants are C(=O)([O-])[O-].[K+].[K+].Br[CH2:8][CH2:9][OH:10].[F:11][C:12]([F:50])([F:49])[C:13]1[CH:14]=[C:15]([CH:42]=[C:43]([C:45]([F:48])([F:47])[F:46])[CH:44]=1)[CH2:16][N:17]([C:37]1[NH:41][N:40]=[N:39][N:38]=1)[C@H:18]1[CH2:24][CH2:23][CH2:22][N:21]([C:25]([O:27][CH:28]([CH3:30])[CH3:29])=[O:26])[C:20]2[C:31]([CH3:36])=[C:32]([CH3:35])[CH:33]=[CH:34][C:19]1=2.O. The catalyst is CN(C=O)C.C(OCC)(=O)C. The product is [F:46][C:45]([F:48])([F:47])[C:43]1[CH:42]=[C:15]([CH:14]=[C:13]([C:12]([F:49])([F:11])[F:50])[CH:44]=1)[CH2:16][N:17]([C:37]1[N:38]=[N:39][N:40]([CH2:8][CH2:9][OH:10])[N:41]=1)[C@H:18]1[CH2:24][CH2:23][CH2:22][N:21]([C:25]([O:27][CH:28]([CH3:30])[CH3:29])=[O:26])[C:20]2[C:31]([CH3:36])=[C:32]([CH3:35])[CH:33]=[CH:34][C:19]1=2. The yield is 0.450.